This data is from Forward reaction prediction with 1.9M reactions from USPTO patents (1976-2016). The task is: Predict the product of the given reaction. Given the reactants Cl.[CH3:2][C@H:3]1[CH2:8][NH:7][CH2:6][CH2:5][N:4]1[C:9]1[CH:14]=[CH:13][CH:12]=[C:11]([C:15]([F:18])([F:17])[F:16])[CH:10]=1.[CH2:19]=[O:20].[C:21](O)(=[O:23])C.C([BH3-])#N.[Na+], predict the reaction product. The product is: [F:16][C:15]([F:18])([F:17])[C:19]([OH:23])=[O:20].[CH3:2][C@@H:3]1[CH2:8][N:7]([CH3:21])[CH2:6][CH2:5][N:4]1[C:9]1[CH:14]=[CH:13][CH:12]=[C:11]([C:15]([F:18])([F:16])[F:17])[CH:10]=1.